From a dataset of NCI-60 drug combinations with 297,098 pairs across 59 cell lines. Regression. Given two drug SMILES strings and cell line genomic features, predict the synergy score measuring deviation from expected non-interaction effect. (1) Drug 1: CC1C(C(=O)NC(C(=O)N2CCCC2C(=O)N(CC(=O)N(C(C(=O)O1)C(C)C)C)C)C(C)C)NC(=O)C3=C4C(=C(C=C3)C)OC5=C(C(=O)C(=C(C5=N4)C(=O)NC6C(OC(=O)C(N(C(=O)CN(C(=O)C7CCCN7C(=O)C(NC6=O)C(C)C)C)C)C(C)C)C)N)C. Drug 2: C1=NC2=C(N=C(N=C2N1C3C(C(C(O3)CO)O)F)Cl)N. Cell line: NCIH23. Synergy scores: CSS=34.1, Synergy_ZIP=2.13, Synergy_Bliss=0.149, Synergy_Loewe=-11.3, Synergy_HSA=-0.947. (2) Drug 1: CC1=CC2C(CCC3(C2CCC3(C(=O)C)OC(=O)C)C)C4(C1=CC(=O)CC4)C. Drug 2: COC1=C2C(=CC3=C1OC=C3)C=CC(=O)O2. Cell line: HT29. Synergy scores: CSS=-0.887, Synergy_ZIP=-0.385, Synergy_Bliss=-2.67, Synergy_Loewe=-4.61, Synergy_HSA=-3.58. (3) Drug 1: C1CCC(CC1)NC(=O)N(CCCl)N=O. Drug 2: CC(C)(C#N)C1=CC(=CC(=C1)CN2C=NC=N2)C(C)(C)C#N. Cell line: MDA-MB-435. Synergy scores: CSS=5.33, Synergy_ZIP=0.410, Synergy_Bliss=3.76, Synergy_Loewe=0.494, Synergy_HSA=-0.758. (4) Drug 1: CC(CN1CC(=O)NC(=O)C1)N2CC(=O)NC(=O)C2. Drug 2: C1CCC(CC1)NC(=O)N(CCCl)N=O. Cell line: SN12C. Synergy scores: CSS=48.7, Synergy_ZIP=4.16, Synergy_Bliss=7.55, Synergy_Loewe=8.36, Synergy_HSA=9.87.